Dataset: Full USPTO retrosynthesis dataset with 1.9M reactions from patents (1976-2016). Task: Predict the reactants needed to synthesize the given product. (1) The reactants are: CC(C)([O-])C.[K+].[OH:7][CH2:8][CH2:9][CH2:10][N:11]1[C:19]2[C:14](=[CH:15][CH:16]=[CH:17][CH:18]=2)[C:13]([CH2:20][C:21]([NH2:23])=[O:22])=[CH:12]1.C[O:25][C:26](=O)[C:27]([C:29]1[CH:37]=[CH:36][CH:35]=[C:34]2[C:30]=1[CH:31]=[CH:32][N:33]2[CH3:38])=O. Given the product [CH3:38][N:33]1[C:34]2[C:30](=[C:29]([C:27]3[C:26](=[O:25])[NH:23][C:21](=[O:22])[C:20]=3[C:13]3[C:14]4[C:19](=[CH:18][CH:17]=[CH:16][CH:15]=4)[N:11]([CH2:10][CH2:9][CH2:8][OH:7])[CH:12]=3)[CH:37]=[CH:36][CH:35]=2)[CH:31]=[CH:32]1, predict the reactants needed to synthesize it. (2) Given the product [F:27][C:28]1[C:35]([F:36])=[CH:34][C:33]([CH2:37][CH2:38][OH:39])=[CH:32][C:29]=1[CH2:30][N:24]1[CH2:25][CH2:26][C:20]2([O:19][CH2:18][CH2:17][N:16]([C:14]([C:12]3[S:13][C:9]([CH3:8])=[CH:10][CH:11]=3)=[O:15])[CH2:21]2)[CH2:22][CH2:23]1, predict the reactants needed to synthesize it. The reactants are: FC(F)(F)C(O)=O.[CH3:8][C:9]1[S:13][C:12]([C:14]([N:16]2[CH2:21][C:20]3([CH2:26][CH2:25][NH:24][CH2:23][CH2:22]3)[O:19][CH2:18][CH2:17]2)=[O:15])=[CH:11][CH:10]=1.[F:27][C:28]1[C:35]([F:36])=[CH:34][C:33]([CH2:37][CH2:38][OH:39])=[CH:32][C:29]=1[CH:30]=O.C(O)(=O)C.C([BH3-])#N.[Na+]. (3) Given the product [O:48]([CH2:47][CH2:46][S:45][CH2:44][C:40]1[CH:39]=[C:38]([C:35]2[CH:34]=[CH:33][C:32]([C:30]([OH:31])=[O:29])=[CH:37][CH:36]=2)[CH:43]=[CH:42][CH:41]=1)[C:49]1[CH:50]=[CH:51][CH:52]=[CH:53][CH:54]=1, predict the reactants needed to synthesize it. The reactants are: O(CCSCC1C=CC(C2C=CC=C(C(O)=O)C=2)=CC=1)C1C=CC=CC=1.C([O:29][C:30]([C:32]1[CH:37]=[CH:36][C:35]([C:38]2[CH:43]=[CH:42][CH:41]=[C:40]([CH2:44][S:45][CH2:46][CH2:47][O:48][C:49]3[CH:54]=[CH:53][CH:52]=[CH:51][CH:50]=3)[CH:39]=2)=[CH:34][CH:33]=1)=[O:31])C.[OH-].[Li+]. (4) Given the product [I:9][CH:10]([O:8][C:5]1[CH:6]=[CH:7][C:2]([Br:1])=[CH:3][CH:4]=1)[CH2:11][CH2:12][CH2:13][CH3:14], predict the reactants needed to synthesize it. The reactants are: [Br:1][C:2]1[CH:7]=[CH:6][C:5]([OH:8])=[CH:4][CH:3]=1.[I:9][CH2:10][CH2:11][CH2:12][CH2:13][CH2:14]I.